From a dataset of Forward reaction prediction with 1.9M reactions from USPTO patents (1976-2016). Predict the product of the given reaction. (1) Given the reactants [CH3:1][O:2][C:3]1[CH:8]=[CH:7][C:6]([CH:9]([NH2:12])[CH2:10][CH3:11])=[CH:5][CH:4]=1.[ClH:13].C(OCC)C, predict the reaction product. The product is: [ClH:13].[CH3:1][O:2][C:3]1[CH:8]=[CH:7][C:6]([CH:9]([NH2:12])[CH2:10][CH3:11])=[CH:5][CH:4]=1. (2) Given the reactants [OH:1][C:2]1[C:11]([C:12]2[CH:17]=[CH:16][CH:15]=[CH:14][CH:13]=2)=[CH:10][C:9]2[N:8]=[C:7]([C:18]3[CH:23]=[CH:22][CH:21]=[CH:20][CH:19]=3)[CH:6]=[N:5][C:4]=2[C:3]=1[C:24]([OH:26])=O.Cl.C([NH:30][CH2:31][C:32]([OH:34])=[O:33])C.[CH2:35](N(CC)CC)[CH3:36].C1CN([P+](ON2N=NC3C=CC=CC2=3)(N2CCCC2)N2CCCC2)CC1.F[P-](F)(F)(F)(F)F, predict the reaction product. The product is: [OH:1][C:2]1[C:3]([C:24]([NH:30][CH2:31][C:32]([O:34][CH2:35][CH3:36])=[O:33])=[O:26])=[C:4]2[C:9](=[CH:10][C:11]=1[C:12]1[CH:13]=[CH:14][CH:15]=[CH:16][CH:17]=1)[N:8]=[C:7]([C:18]1[CH:19]=[CH:20][CH:21]=[CH:22][CH:23]=1)[CH:6]=[N:5]2. (3) Given the reactants [OH:1][C:2]1[C:3]([C:12]#[N:13])=[CH:4][C:5]2[C:10]([CH:11]=1)=[CH:9][CH:8]=[CH:7][CH:6]=2.Cl[CH2:15][C:16]([C:18]1[CH:23]=[CH:22][C:21]([Cl:24])=[CH:20][C:19]=1[Cl:25])=[O:17].C(=O)([O-])[O-].[K+].[K+], predict the reaction product. The product is: [NH2:13][C:12]1[C:3]2[CH:4]=[C:5]3[C:10]([CH:9]=[CH:8][CH:7]=[CH:6]3)=[CH:11][C:2]=2[O:1][C:15]=1[C:16]([C:18]1[CH:23]=[CH:22][C:21]([Cl:24])=[CH:20][C:19]=1[Cl:25])=[O:17]. (4) Given the reactants I[C:2]1[CH:9]=[CH:8][C:5]([C:6]#[N:7])=[CH:4][CH:3]=1.BrC1C=CC(C#N)=CC=1.[OH-:19].[Cs+], predict the reaction product. The product is: [OH:19][C:2]1[CH:9]=[CH:8][C:5]([C:6]#[N:7])=[CH:4][CH:3]=1. (5) The product is: [C:57]([O:61][C:62]([N:64]1[CH2:69][CH2:68][CH:67]([NH:70][C:26](=[O:27])[C:25]2[CH:29]=[CH:30][C:22]([NH:21][C:19]3[N:18]=[CH:17][C:8]4[N:9]([CH3:16])[C:10](=[O:15])[C:11]([F:13])([F:14])[CH2:12][N:6]([CH:1]5[CH2:5][CH2:4][CH2:3][CH2:2]5)[C:7]=4[N:20]=3)=[C:23]([O:31][CH3:32])[CH:24]=2)[CH2:66][CH2:65]1)=[O:63])([CH3:60])([CH3:58])[CH3:59]. Given the reactants [CH:1]1([N:6]2[CH2:12][C:11]([F:14])([F:13])[C:10](=[O:15])[N:9]([CH3:16])[C:8]3[CH:17]=[N:18][C:19]([NH:21][C:22]4[CH:30]=[CH:29][C:25]([C:26](O)=[O:27])=[CH:24][C:23]=4[O:31][CH3:32])=[N:20][C:7]2=3)[CH2:5][CH2:4][CH2:3][CH2:2]1.F[P-](F)(F)(F)(F)F.CN(C(N(C)C)=[N+]1C2C(=NC=CC=2)[N+]([O-])=N1)C.[C:57]([O:61][C:62]([N:64]1[CH2:69][CH2:68][CH:67]([NH2:70])[CH2:66][CH2:65]1)=[O:63])([CH3:60])([CH3:59])[CH3:58].[OH-].[Na+], predict the reaction product. (6) Given the reactants [Cl:1][CH2:2][CH2:3][CH2:4][O:5][C:6]1[CH:7]=[C:8]([C:11]([N+:16]([O-:18])=[O:17])=[CH:12][C:13]=1[O:14][CH3:15])[CH:9]=[O:10].[OH-:19].[Na+].OO, predict the reaction product. The product is: [Cl:1][CH2:2][CH2:3][CH2:4][O:5][C:6]1[CH:7]=[C:8]([C:11]([N+:16]([O-:18])=[O:17])=[CH:12][C:13]=1[O:14][CH3:15])[C:9]([OH:19])=[O:10].